Dataset: Peptide-MHC class II binding affinity with 134,281 pairs from IEDB. Task: Regression. Given a peptide amino acid sequence and an MHC pseudo amino acid sequence, predict their binding affinity value. This is MHC class II binding data. (1) The peptide sequence is AAKPAAAATATATAA. The MHC is HLA-DPA10201-DPB10101 with pseudo-sequence HLA-DPA10201-DPB10101. The binding affinity (normalized) is 0. (2) The peptide sequence is LAPGDQTST. The MHC is HLA-DQA10501-DQB10201 with pseudo-sequence HLA-DQA10501-DQB10201. The binding affinity (normalized) is 0. (3) The peptide sequence is WELGLSPQQICTNFK. The MHC is H-2-IAb with pseudo-sequence H-2-IAb. The binding affinity (normalized) is 0.0513. (4) The MHC is DRB5_0101 with pseudo-sequence DRB5_0101. The binding affinity (normalized) is 0.290. The peptide sequence is TSSTPEAVSLLCSDK. (5) The peptide sequence is GKGTLDGQGKAVWGK. The MHC is DRB1_1001 with pseudo-sequence DRB1_1001. The binding affinity (normalized) is 0. (6) The MHC is DRB3_0202 with pseudo-sequence DRB3_0202. The binding affinity (normalized) is 0.0821. The peptide sequence is GEKQIVDKIDAAFKI. (7) The peptide sequence is AYDTYKSIPSLEAAV. The MHC is HLA-DPA10103-DPB10301 with pseudo-sequence HLA-DPA10103-DPB10301. The binding affinity (normalized) is 0.719. (8) The peptide sequence is PVSIINNAVYTKVDG. The MHC is DRB1_0101 with pseudo-sequence DRB1_0101. The binding affinity (normalized) is 0.718. (9) The peptide sequence is TMTRPILRLLVLAVL. The MHC is DRB1_0301 with pseudo-sequence DRB1_0301. The binding affinity (normalized) is 0.353.